Dataset: Full USPTO retrosynthesis dataset with 1.9M reactions from patents (1976-2016). Task: Predict the reactants needed to synthesize the given product. The reactants are: [CH2:1]([N:8]1CC[C:11](O)(O)[C:10]([F:17])([F:16])[CH2:9]1)[C:2]1[CH:7]=[CH:6][CH:5]=[CH:4][CH:3]=1.C(OC(OC(C)(C)C)=O)(OC(C)(C)C)=O.[H][H].F[C:36]1(F)C(O)(O)CC[N:38]([C:44]([O:46][C:47]([CH3:50])([CH3:49])[CH3:48])=[O:45])[CH2:37]1.C(N)C1C=CC=CC=1.[BH-](OC(C)=O)(OC(C)=O)OC(C)=O.[Na+].Cl.C([O-])(O)=O.[Na+]. Given the product [CH2:1]([NH:8][CH:9]1[CH2:36][CH2:37][N:38]([C:44]([O:46][C:47]([CH3:50])([CH3:49])[CH3:48])=[O:45])[CH2:11][C:10]1([F:16])[F:17])[C:2]1[CH:3]=[CH:4][CH:5]=[CH:6][CH:7]=1, predict the reactants needed to synthesize it.